Dataset: Catalyst prediction with 721,799 reactions and 888 catalyst types from USPTO. Task: Predict which catalyst facilitates the given reaction. (1) Reactant: C(O[C:4]([C:6]1[N:7]([C@@H:23]([CH2:35][NH:36]C(OC(C)(C)C)=O)[CH2:24][O:25][Si:26]([CH3:34])([CH3:33])C(C)(C)C(C)C)[C:8]2[C:13]([CH:14]=1)=[CH:12][C:11]([O:15][CH2:16][C:17]1[CH:22]=[CH:21][CH:20]=[CH:19][CH:18]=1)=[CH:10][CH:9]=2)=[O:5])C.N1C=CN=C1.C[Si](Cl)(C)[C:51]([CH:54]([CH3:56])[CH3:55])([CH3:53])[CH3:52]. Product: [CH2:16]([O:15][C:11]1[CH:12]=[CH:13][C:8]2[N:7]3[C@H:23]([CH:24]([C:51]([CH3:53])([CH3:52])[CH:54]([CH3:56])[CH3:55])[O:25][SiH:26]([CH3:33])[CH3:34])[CH2:35][NH:36][C:4](=[O:5])[C:6]3=[CH:14][C:9]=2[CH:10]=1)[C:17]1[CH:22]=[CH:21][CH:20]=[CH:19][CH:18]=1. The catalyst class is: 9. (2) The catalyst class is: 4. Reactant: C(OC([N:8]1[CH2:13][CH2:12][N:11]([CH2:14][C:15]2[CH:20]=[CH:19][C:18]([C:21]([F:24])([F:23])[F:22])=[CH:17][C:16]=2[C:25](=[O:29])[C:26]([OH:28])=[O:27])[CH2:10][CH2:9]1)=O)(C)(C)C.FC(F)(F)C(O)=O. Product: [O:29]=[C:25]([C:16]1[CH:17]=[C:18]([C:21]([F:22])([F:23])[F:24])[CH:19]=[CH:20][C:15]=1[CH2:14][N:11]1[CH2:10][CH2:9][NH:8][CH2:13][CH2:12]1)[C:26]([OH:28])=[O:27].